From a dataset of Catalyst prediction with 721,799 reactions and 888 catalyst types from USPTO. Predict which catalyst facilitates the given reaction. (1) Product: [CH3:1][C:2]1([CH3:22])[NH:11][C:10](=[O:12])[C:9]2[S:8][C:7]3[CH:13]=[C:14]([O:17][C:18]([F:21])([F:19])[F:20])[CH:15]=[CH:16][C:6]=3[NH:5][C:4]=2[C:3]1=[O:24]. The catalyst class is: 10. Reactant: [CH3:1][C:2]1([CH3:22])[NH:11][C:10](=[O:12])[C:9]2[S:8][C:7]3[CH:13]=[C:14]([O:17][C:18]([F:21])([F:20])[F:19])[CH:15]=[CH:16][C:6]=3[NH:5][C:4]=2[CH2:3]1.P([O-])([O-])([O-])=[O:24]. (2) Reactant: C[O:2][C:3](=O)[C:4]1[C:9]([CH3:10])=[CH:8][CH:7]=[C:6]([F:11])[C:5]=1[N:12]1[C:16](=[O:17])[N:15]([CH3:18])[N:14]=[N:13]1.C([BH-](CC)CC)C.[Li+].O.Cl. Product: [OH:2][CH2:3][C:4]1[C:9]([CH3:10])=[CH:8][CH:7]=[C:6]([F:11])[C:5]=1[N:12]1[C:16](=[O:17])[N:15]([CH3:18])[N:14]=[N:13]1. The catalyst class is: 7. (3) Reactant: Cl[C:2]1[N:7]=[C:6]([Cl:8])[CH:5]=[CH:4][N:3]=1.[CH:9]([C:11]1[CH:16]=[CH:15][C:14](B(O)O)=[CH:13][CH:12]=1)=[O:10]. Product: [Cl:8][C:6]1[CH:5]=[CH:4][N:3]=[C:2]([C:14]2[CH:15]=[CH:16][C:11]([CH:9]=[O:10])=[CH:12][CH:13]=2)[N:7]=1. The catalyst class is: 45. (4) Reactant: [OH:1][C:2]1[CH:9]=[CH:8][C:7]([O:10][C:11]([F:14])([F:13])[F:12])=[CH:6][C:3]=1[CH:4]=O.[C:15](#[N:18])[CH:16]=[CH2:17].C1N2CCN(CC2)C1. Product: [F:12][C:11]([F:14])([F:13])[O:10][C:7]1[CH:6]=[C:3]2[C:2](=[CH:9][CH:8]=1)[O:1][CH2:17][C:16]([C:15]#[N:18])=[CH:4]2. The catalyst class is: 28. (5) Product: [CH3:6][C:7]1([CH3:16])[O:8][C@H:9]2[CH2:10][S:3][C:1](=[O:4])[C@H:2]2[O:11]1. Reactant: [C:1]([O-:4])(=[S:3])[CH3:2].[K+].[CH3:6][C:7]1([CH3:16])[O:11][C@H:10]2COC(=O)[C@H:9]2[O:8]1. The catalyst class is: 3. (6) The catalyst class is: 29. Reactant: [C:1]([C:4]1[N:9]=[C:8]([C:10]2[CH:15]=[CH:14][C:13]([CH3:16])=[CH:12][N:11]=2)[CH:7]=[C:6]([C:17]([O:19][CH3:20])=[O:18])[CH:5]=1)([CH3:3])=[CH2:2]. Product: [CH:1]([C:4]1[N:9]=[C:8]([C:10]2[CH:15]=[CH:14][C:13]([CH3:16])=[CH:12][N:11]=2)[CH:7]=[C:6]([C:17]([O:19][CH3:20])=[O:18])[CH:5]=1)([CH3:3])[CH3:2].